From a dataset of Reaction yield outcomes from USPTO patents with 853,638 reactions. Predict the reaction yield, written as a fraction of the theoretical maximum amount of product (1.0 means a 100% yield; for example, 0.34 means a 34% yield). (1) The reactants are I[C:2]1[C:10]2[C:5](=[N:6][CH:7]=[CH:8][CH:9]=2)[N:4]([Si:11]([CH:18]([CH3:20])[CH3:19])([CH:15]([CH3:17])[CH3:16])[CH:12]([CH3:14])[CH3:13])[CH:3]=1.C([Mg]Cl)(C)C.[CH2:26]([O:28][C:29]1[C:36]([O:37][CH2:38][C:39]2[CH:44]=[CH:43][CH:42]=[CH:41][CH:40]=2)=[CH:35][CH:34]=[CH:33][C:30]=1[CH:31]=[O:32])[CH3:27].O. The catalyst is O1CCCC1. The product is [CH2:38]([O:37][C:36]1[C:29]([O:28][CH2:26][CH3:27])=[C:30]([CH:31]([C:2]2[C:10]3[C:5](=[N:6][CH:7]=[CH:8][CH:9]=3)[N:4]([Si:11]([CH:18]([CH3:20])[CH3:19])([CH:15]([CH3:17])[CH3:16])[CH:12]([CH3:14])[CH3:13])[CH:3]=2)[OH:32])[CH:33]=[CH:34][CH:35]=1)[C:39]1[CH:40]=[CH:41][CH:42]=[CH:43][CH:44]=1. The yield is 0.139. (2) The reactants are C(OC([NH:8][C@H:9]([C:11]([NH:13][CH:14]([CH:19]1[CH2:21][CH2:20]1)[C:15]([O:17][CH3:18])=[O:16])=[O:12])[CH3:10])=O)(C)(C)C.[ClH:22]. The catalyst is O1CCOCC1. The product is [ClH:22].[NH2:8][C@H:9]([C:11]([NH:13][CH:14]([CH:19]1[CH2:21][CH2:20]1)[C:15]([O:17][CH3:18])=[O:16])=[O:12])[CH3:10]. The yield is 1.00. (3) The product is [CH3:63][N:56]([C@@H:57]([CH2:61][CH3:62])[C:58](=[O:59])[NH:36][C@@H:37]1[C:43](=[O:44])[NH:42][C:41]2[CH:45]=[CH:46][CH:47]=[CH:48][C:40]=2[CH2:39][CH2:38]1)[C:54](=[O:55])[O:53][C:49]([CH3:52])([CH3:51])[CH3:50]. The catalyst is CN(C=O)C.CCOC(C)=O. The reactants are CN(C(ON1N=NC2C=CC=CC1=2)=[N+](C)C)C.F[P-](F)(F)(F)(F)F.C1C=CC2N(O)N=NC=2C=1.O.[NH2:36][C@@H:37]1[C:43](=[O:44])[NH:42][C:41]2[CH:45]=[CH:46][CH:47]=[CH:48][C:40]=2[CH2:39][CH2:38]1.[C:49]([O:53][C:54]([N:56]([CH3:63])[C@@H:57]([CH2:61][CH3:62])[C:58](O)=[O:59])=[O:55])([CH3:52])([CH3:51])[CH3:50]. The yield is 0.700. (4) The reactants are [C:1]([C:5]1[CH:6]=[C:7]([CH:11]=[C:12]([C:14]#[N:15])[CH:13]=1)C(O)=O)([CH3:4])([CH3:3])[CH3:2].C1C=CC(OP(OC2C=CC=CC=2)([N:25]=[N+]=[N-])=O)=CC=1.[C:35]([OH:39])([CH3:38])([CH3:37])[CH3:36].C1[CH2:44][O:43]CC1. No catalyst specified. The product is [C:1]([C:5]1[CH:6]=[C:7]([NH:25][C:44](=[O:43])[O:39][C:35]([CH3:38])([CH3:37])[CH3:36])[CH:11]=[C:12]([C:14]#[N:15])[CH:13]=1)([CH3:2])([CH3:3])[CH3:4]. The yield is 0.860. (5) The reactants are [Br-].[Li+].C(N(CC)CC)C.[F:10][C:11]1[CH:31]=[C:30]([F:32])[CH:29]=[CH:28][C:12]=1[CH2:13][CH:14]1[CH2:19][CH:18]([C:20]([O:22]C)=[O:21])[CH2:17][CH2:16][N:15]1[C:24]([O:26][CH3:27])=[O:25].CC(OC)(C)C. The catalyst is C(#N)C.O. The product is [F:10][C:11]1[CH:31]=[C:30]([F:32])[CH:29]=[CH:28][C:12]=1[CH2:13][CH:14]1[CH2:19][CH:18]([C:20]([OH:22])=[O:21])[CH2:17][CH2:16][N:15]1[C:24]([O:26][CH3:27])=[O:25]. The yield is 0.920. (6) The reactants are [NH:1]1[C:9]2[C:4](=[C:5]([C:10]3[C:11]([C:28]([O:30][CH2:31][CH3:32])=[O:29])=[C:12]4[C:21]5[C:16](=[CH:17][C:18]([O:24][CH3:25])=[C:19]([O:22][CH3:23])[CH:20]=5)[CH2:15][CH2:14][N:13]4[C:26]=3[CH3:27])[CH:6]=[CH:7][CH:8]=2)[CH:3]=[CH:2]1.S(OCC)(O[CH2:37][CH3:38])(=O)=O.[OH-].[Na+]. The catalyst is [I-].C([N+](CCCC)(CCCC)CCCC)CCC.C(Cl)Cl. The product is [CH2:37]([N:1]1[C:9]2[C:4](=[C:5]([C:10]3[C:11]([C:28]([O:30][CH2:31][CH3:32])=[O:29])=[C:12]4[C:21]5[C:16](=[CH:17][C:18]([O:24][CH3:25])=[C:19]([O:22][CH3:23])[CH:20]=5)[CH2:15][CH2:14][N:13]4[C:26]=3[CH3:27])[CH:6]=[CH:7][CH:8]=2)[CH:3]=[CH:2]1)[CH3:38]. The yield is 0.790. (7) The reactants are [OH:1][C:2]1[N:10]=[CH:9][CH:8]=[CH:7][C:3]=1[C:4]([OH:6])=[O:5].[OH-].[K+].[CH2:13](I)[CH2:14][CH3:15]. The catalyst is CO.O. The product is [O:1]=[C:2]1[C:3]([C:4]([OH:6])=[O:5])=[CH:7][CH:8]=[CH:9][N:10]1[CH2:13][CH2:14][CH3:15]. The yield is 0.540. (8) The reactants are [C:1]([O:5][C:6]([N:8]1[CH2:13][CH2:12][NH:11][CH2:10][CH2:9]1)=[O:7])([CH3:4])([CH3:3])[CH3:2].[Cl:14][C:15]1[CH:16]=[C:17]([CH:20]=[CH:21][CH:22]=1)[CH:18]=O.CC(O)=O.[BH-](OC(C)=O)(OC(C)=O)OC(C)=O.[Na+].[OH-].[Na+]. The catalyst is ClC(Cl)C.CCOC(C)=O. The product is [C:1]([O:5][C:6]([N:8]1[CH2:13][CH2:12][N:11]([CH2:18][C:17]2[CH:20]=[CH:21][CH:22]=[C:15]([Cl:14])[CH:16]=2)[CH2:10][CH2:9]1)=[O:7])([CH3:4])([CH3:2])[CH3:3]. The yield is 0.870.